This data is from hERG Central: cardiac toxicity at 1µM, 10µM, and general inhibition. The task is: Predict hERG channel inhibition at various concentrations. (1) The compound is COc1ccccc1N1CCN(C2CCN(C(=O)c3ccc(F)cc3)CC2)CC1. Results: hERG_inhib (hERG inhibition (general)): blocker. (2) The drug is CCCCN(C)CCNC(=O)CCn1nc(-c2ccc(Cl)cc2)ccc1=O. Results: hERG_inhib (hERG inhibition (general)): blocker. (3) The drug is CCn1ncc(CN2CCCC(C(=O)Nc3cccc(-c4cc5ccccc5[nH]4)c3)C2)c1C. Results: hERG_inhib (hERG inhibition (general)): blocker. (4) The molecule is CCOc1ccc(-c2c(C)n(-c3ccc(OCC)cc3)c3[n+]2CCCCC3)cc1.[O-][Cl+3]([O-])([O-])[O-]. Results: hERG_inhib (hERG inhibition (general)): blocker. (5) The compound is Cn1c(CN2CCCCC2)nc2cc(NS(=O)(=O)c3ccc(Cl)cc3)ccc21. Results: hERG_inhib (hERG inhibition (general)): blocker. (6) The compound is CC1CCCN1CC#CC(O)(c1ccccc1)c1ccccc1.Cl. Results: hERG_inhib (hERG inhibition (general)): blocker. (7) The molecule is OCC1CCCN(c2nc(CN3CCCCC3)nc3scc(-c4ccccc4)c23)C1. Results: hERG_inhib (hERG inhibition (general)): blocker. (8) The molecule is CCOC(=O)C1CCN(C(=O)CN(c2cc(Cl)ccc2OC)S(=O)(=O)c2ccccc2)CC1. Results: hERG_inhib (hERG inhibition (general)): blocker. (9) The drug is Cc1ccc(-c2csc(N(CCCN(C)C)C(=O)c3ccco3)n2)cc1.Cl. Results: hERG_inhib (hERG inhibition (general)): blocker. (10) The drug is COc1ccc(-c2nc(CN3CCCC(C(=O)NC4CCCC4)C3)c(C)o2)cc1. Results: hERG_inhib (hERG inhibition (general)): blocker.